This data is from Peptide-MHC class II binding affinity with 134,281 pairs from IEDB. The task is: Regression. Given a peptide amino acid sequence and an MHC pseudo amino acid sequence, predict their binding affinity value. This is MHC class II binding data. (1) The peptide sequence is TLSVTFIGAAPLILSY. The MHC is DRB4_0101 with pseudo-sequence DRB4_0103. The binding affinity (normalized) is 0.342. (2) The peptide sequence is GGSILKISNKYHTKG. The binding affinity (normalized) is 0.830. The MHC is DRB1_1501 with pseudo-sequence DRB1_1501. (3) The peptide sequence is VTVDAAVLAAIDADA. The MHC is HLA-DPA10201-DPB10501 with pseudo-sequence HLA-DPA10201-DPB10501. The binding affinity (normalized) is 0.201.